The task is: Predict the reactants needed to synthesize the given product.. This data is from Full USPTO retrosynthesis dataset with 1.9M reactions from patents (1976-2016). (1) The reactants are: [C:1]([OH:4])(=[O:3])[CH3:2].[NH2:5][C:6]1[N:11]=[CH:10][N:9]=[C:8]2[N:12]([CH:33]3[CH2:38][CH2:37][CH2:36][NH:35][CH2:34]3)[N:13]=[C:14]([C:15]3[CH:20]=[CH:19][C:18]([NH:21][C:22]4[O:23][C:24]5[C:30]([CH3:31])=[CH:29][C:28]([CH3:32])=[CH:27][C:25]=5[N:26]=4)=[CH:17][CH:16]=3)[C:7]=12.[CH3:39][N:40]([CH3:45])[CH2:41][C:42](O)=[O:43].Cl.CN(C)CCCN=C=NCC.C(N(CC)C(C)C)(C)C.ON1C2N=CC=CC=2N=N1. Given the product [C:1]([OH:4])(=[O:3])[CH3:2].[NH2:5][C:6]1[N:11]=[CH:10][N:9]=[C:8]2[N:12]([CH:33]3[CH2:38][CH2:37][CH2:36][N:35]([C:42](=[O:43])[CH2:41][N:40]([CH3:45])[CH3:39])[CH2:34]3)[N:13]=[C:14]([C:15]3[CH:16]=[CH:17][C:18]([NH:21][C:22]4[O:23][C:24]5[C:30]([CH3:31])=[CH:29][C:28]([CH3:32])=[CH:27][C:25]=5[N:26]=4)=[CH:19][CH:20]=3)[C:7]=12, predict the reactants needed to synthesize it. (2) Given the product [Cl:21][C:18]1[CH:19]=[CH:20][C:11]([NH:10][C:6]2[CH:5]=[C:4]3[C:9](=[CH:8][CH:7]=2)[N:1]([C:23]2[CH:28]=[CH:27][CH:26]=[CH:25][CH:24]=2)[CH:2]=[CH:3]3)=[C:12]([CH:17]=1)[C:13]([O:15][CH3:16])=[O:14], predict the reactants needed to synthesize it. The reactants are: [NH:1]1[C:9]2[C:4](=[CH:5][C:6]([NH:10][C:11]3[CH:20]=[CH:19][C:18]([Cl:21])=[CH:17][C:12]=3[C:13]([O:15][CH3:16])=[O:14])=[CH:7][CH:8]=2)[CH:3]=[CH:2]1.I[C:23]1[CH:28]=[CH:27][CH:26]=[CH:25][CH:24]=1.C1(P(C2CCCCC2)C2C=CC=CC=2C2C(C(C)C)=CC(C(C)C)=CC=2C(C)C)CCCCC1.P([O-])([O-])([O-])=O.[K+].[K+].[K+]. (3) Given the product [CH2:2]([C:4]1[S:24][C:7]2[N:8]=[C:9]([S:18][CH2:19][C:20]([O:22][CH3:23])=[O:21])[N:10]=[C:11]([N:12]3[CH2:17][CH2:16][N:15]([C:47]([C:46]4[C:42]([C:39]5[CH:40]=[CH:41][C:36]([O:35][CH3:34])=[CH:37][CH:38]=5)=[N:43][O:44][C:45]=4[CH3:50])=[O:48])[CH2:14][CH2:13]3)[C:6]=2[CH:5]=1)[CH3:3], predict the reactants needed to synthesize it. The reactants are: Cl.[CH2:2]([C:4]1[S:24][C:7]2[N:8]=[C:9]([S:18][CH2:19][C:20]([O:22][CH3:23])=[O:21])[N:10]=[C:11]([N:12]3[CH2:17][CH2:16][NH:15][CH2:14][CH2:13]3)[C:6]=2[CH:5]=1)[CH3:3].C(N(C(C)C)CC)(C)C.[CH3:34][O:35][C:36]1[CH:41]=[CH:40][C:39]([C:42]2[C:46]([C:47](O)=[O:48])=[C:45]([CH3:50])[O:44][N:43]=2)=[CH:38][CH:37]=1.CN(C(ON1N=NC2C=CC=NC1=2)=[N+](C)C)C.F[P-](F)(F)(F)(F)F. (4) Given the product [Cl:1][C:2]1[CH:7]=[CH:6][C:5]2[N:8]([CH2:9][CH2:10][S:11]([CH3:14])(=[O:12])=[O:13])[C:18]([CH2:17][Cl:26])=[N:15][C:4]=2[CH:3]=1, predict the reactants needed to synthesize it. The reactants are: [Cl:1][C:2]1[CH:3]=[C:4]([NH2:15])[C:5]([NH:8][CH2:9][CH2:10][S:11]([CH3:14])(=[O:13])=[O:12])=[CH:6][CH:7]=1.Br[CH2:17][C:18](O)=O.C(=O)(O)[O-].[Na+].[ClH:26]. (5) Given the product [C:1]([O:5][C:6](=[O:29])[NH:7][C@H:8]1[C@H:12]([C:13]2[CH:18]=[C:17]([F:19])[C:16]([F:20])=[CH:15][C:14]=2[F:21])[CH2:11][NH:10][CH2:9]1)([CH3:4])([CH3:2])[CH3:3], predict the reactants needed to synthesize it. The reactants are: [C:1]([O:5][C:6](=[O:29])[NH:7][C@H:8]1[C@H:12]([C:13]2[CH:18]=[C:17]([F:19])[C:16]([F:20])=[CH:15][C:14]=2[F:21])[CH2:11][N:10](CC2C=CC=CC=2)[CH2:9]1)([CH3:4])([CH3:3])[CH3:2].CCOC(C)=O. (6) Given the product [Cl:1][C:2]1[C:7]([Cl:8])=[CH:6][C:5]([NH:9][CH2:10][C:11]([OH:13])=[O:12])=[C:4]([CH2:16][CH3:17])[CH:3]=1, predict the reactants needed to synthesize it. The reactants are: [Cl:1][C:2]1[C:7]([Cl:8])=[CH:6][C:5]([NH:9][CH2:10][C:11]([O:13]CC)=[O:12])=[C:4]([CH2:16][CH3:17])[CH:3]=1.O[Li].O. (7) Given the product [Cl:14][C:15]1[CH:20]=[CH:19][CH:18]=[C:17]([Cl:21])[C:16]=1[NH:22][C:23]1[NH:11][C:8]2[CH:9]=[CH:10][C:5]([C:4]([OH:3])=[O:13])=[CH:6][C:7]=2[N:12]=1, predict the reactants needed to synthesize it. The reactants are: C([O:3][C:4](=[O:13])[C:5]1[CH:10]=[CH:9][C:8]([NH2:11])=[C:7]([NH2:12])[CH:6]=1)C.[Cl:14][C:15]1[CH:20]=[CH:19][CH:18]=[C:17]([Cl:21])[C:16]=1[N:22]=[C:23]=S.C(N(CC)CC)C.CS(Cl)(=O)=O. (8) The reactants are: [CH3:1][N:2]1[C:10]2[C:5](=[CH:6][CH:7]=[CH:8][CH:9]=2)[CH:4]=[C:3]1[C:11]([OH:13])=O.[NH2:14][C@H:15]([C:20]([NH:22][C@H:23]([CH:36]=[O:37])[CH2:24][C:25](=[N:31][NH:32][C:33]([NH2:35])=[O:34])[O:26][C:27]([CH3:30])([CH3:29])[CH3:28])=[O:21])[CH2:16][CH:17]([CH3:19])[CH3:18].CCN=C=NCCCN(C)C.CCOCC. Given the product [CH3:1][N:2]1[C:10]2[C:5](=[CH:6][CH:7]=[CH:8][CH:9]=2)[CH:4]=[C:3]1[C:11]([NH:14][C@H:15]([C:20]([NH:22][C@H:23]([CH:36]=[O:37])[CH2:24][C:25](=[N:31][NH:32][C:33]([NH2:35])=[O:34])[O:26][C:27]([CH3:29])([CH3:28])[CH3:30])=[O:21])[CH2:16][CH:17]([CH3:18])[CH3:19])=[O:13], predict the reactants needed to synthesize it. (9) Given the product [NH:8]1[C:4]2[C:3](=[N:2][C:7]([C:23]#[N:24])=[CH:6][CH:5]=2)[CH:10]=[N:9]1, predict the reactants needed to synthesize it. The reactants are: O[N:2]1[CH:7]=[CH:6][CH:5]=[C:4]2[NH+:8](COCC[Si](C)(C)C)[NH:9][CH:10]=[C:3]12.[Si]([C:23]#[N:24])(C)(C)C. (10) Given the product [Cl:11][C:12]1[CH:17]=[CH:16][C:15]([C@:7]2([OH:8])[O:6][CH2:5][C:4]([CH3:10])([CH3:9])[NH:3][C@H:2]2[CH3:1])=[CH:14][CH:13]=1, predict the reactants needed to synthesize it. The reactants are: [CH3:1][C@H:2]1[C:7](=[O:8])[O:6][CH2:5][C:4]([CH3:10])([CH3:9])[NH:3]1.[Cl:11][C:12]1[CH:17]=[CH:16][C:15]([Mg]Br)=[CH:14][CH:13]=1.[NH4+].[Cl-].CCOC(C)=O.